From a dataset of Forward reaction prediction with 1.9M reactions from USPTO patents (1976-2016). Predict the product of the given reaction. (1) Given the reactants [C:1](Cl)(Cl)=[O:2].[CH3:5][N:6]1[CH2:10][CH2:9][NH:8][C:7]1=[O:11].N1C=CC=CC=1.[CH3:18][C:19]1[C:24]([O:25][C:26]2[CH:31]=[CH:30][N:29]=[C:28]([C:32]3[CH:33]=[N:34][N:35]([CH3:37])[CH:36]=3)[CH:27]=2)=[CH:23][N:22]=[C:21]([NH2:38])[CH:20]=1.CCN(C(C)C)C(C)C, predict the reaction product. The product is: [CH3:5][N:6]1[CH2:10][CH2:9][N:8]([C:7]([NH:38][C:21]2[CH:20]=[C:19]([CH3:18])[C:24]([O:25][C:26]3[CH:31]=[CH:30][N:29]=[C:28]([C:32]4[CH:33]=[N:34][N:35]([CH3:37])[CH:36]=4)[CH:27]=3)=[CH:23][N:22]=2)=[O:11])[C:1]1=[O:2]. (2) Given the reactants [CH:1]1([N:6]2[C:14]3[C:9](=[CH:10][CH:11]=[CH:12][C:13]=3[F:15])[C:8]([C:16]3[CH:21]=[CH:20][C:19]([OH:22])=[CH:18][CH:17]=3)=[N:7]2)[CH2:5][CH2:4][CH2:3][CH2:2]1.[C:23]([O:27][C:28]([NH:30][CH2:31][C:32]([NH:34][CH2:35][C:36](O)=[O:37])=[O:33])=[O:29])([CH3:26])([CH3:25])[CH3:24], predict the reaction product. The product is: [C:23]([O:27][C:28]([NH:30][CH2:31][C:32]([NH:34][CH2:35][C:36]([O:22][C:19]1[CH:18]=[CH:17][C:16]([C:8]2[C:9]3[C:14](=[C:13]([F:15])[CH:12]=[CH:11][CH:10]=3)[N:6]([CH:1]3[CH2:5][CH2:4][CH2:3][CH2:2]3)[N:7]=2)=[CH:21][CH:20]=1)=[O:37])=[O:33])=[O:29])([CH3:26])([CH3:25])[CH3:24]. (3) Given the reactants [F:1][C:2]([F:28])([F:27])[C:3]1[CH:4]=[C:5]([C:13]2[N:17]=[CH:16][N:15](/[CH:18]=[C:19](\Br)/[C:20]([O:22][CH:23]([CH3:25])[CH3:24])=[O:21])[N:14]=2)[CH:6]=[C:7]([C:9]([F:12])([F:11])[F:10])[CH:8]=1.[N:29]1[CH:34]=[C:33](B(O)O)[CH:32]=[N:31][CH:30]=1.C([O-])(=O)C.[K+], predict the reaction product. The product is: [CH:23]([O:22][C:20](=[O:21])/[C:19](/[C:33]1[CH:34]=[N:29][CH:30]=[N:31][CH:32]=1)=[CH:18]/[N:15]1[CH:16]=[N:17][C:13]([C:5]2[CH:4]=[C:3]([C:2]([F:28])([F:27])[F:1])[CH:8]=[C:7]([C:9]([F:12])([F:11])[F:10])[CH:6]=2)=[N:14]1)([CH3:25])[CH3:24]. (4) Given the reactants [CH:1]([N:4]1[CH:8]=[CH:7][N:6]=[CH:5]1)([CH3:3])[CH3:2].[Br:9]N1C(C)(C)C(=O)N(Br)C1=O.[O-]S([O-])=O.[Na+].[Na+], predict the reaction product. The product is: [Br:9][C:8]1[N:4]([CH:1]([CH3:3])[CH3:2])[CH:5]=[N:6][CH:7]=1. (5) Given the reactants [NH2:1][C@H:2]1[C@H:7]([OH:8])[C@@H:6]([CH3:9])[CH2:5][N:4]([C:10]2[CH:15]=[CH:14][N:13]=[CH:12][C:11]=2[NH:16][C:17]([C:19]2[CH:28]=[CH:27][C:26]3[C:21](=[CH:22][C:23](Br)=[CH:24][N:25]=3)[N:20]=2)=[O:18])[CH2:3]1.[O-]P([O-])([O-])=O.[K+].[K+].[K+].C1(P(C2CCCCC2)C2C=CC=CC=2C2C(OC(C)C)=CC=CC=2OC(C)C)CCCCC1.[NH:71]1[CH2:76][CH2:75][O:74][CH2:73][CH2:72]1, predict the reaction product. The product is: [NH2:1][C@H:2]1[C@H:7]([OH:8])[C@@H:6]([CH3:9])[CH2:5][N:4]([C:10]2[CH:15]=[CH:14][N:13]=[CH:12][C:11]=2[NH:16][C:17]([C:19]2[CH:28]=[CH:27][C:26]3[C:21](=[CH:22][C:23]([N:71]4[CH2:76][CH2:75][O:74][CH2:73][CH2:72]4)=[CH:24][N:25]=3)[N:20]=2)=[O:18])[CH2:3]1. (6) Given the reactants ClC1C=C(C=CC=1)C(OO)=O.[CH2:12]([C:14]1[N:15]([CH2:27][CH2:28][CH2:29][CH2:30][NH:31][S:32]([CH3:35])(=[O:34])=[O:33])[C:16]2[C:25]3[CH:24]=[CH:23][CH:22]=[CH:21][C:20]=3[N:19]=[CH:18][C:17]=2[N:26]=1)[CH3:13].[OH-].[NH4+:37].C1(C)C=CC(S(Cl)(=O)=O)=CC=1, predict the reaction product. The product is: [NH2:37][C:18]1[C:17]2[N:26]=[C:14]([CH2:12][CH3:13])[N:15]([CH2:27][CH2:28][CH2:29][CH2:30][NH:31][S:32]([CH3:35])(=[O:34])=[O:33])[C:16]=2[C:25]2[CH:24]=[CH:23][CH:22]=[CH:21][C:20]=2[N:19]=1.